Dataset: Full USPTO retrosynthesis dataset with 1.9M reactions from patents (1976-2016). Task: Predict the reactants needed to synthesize the given product. (1) Given the product [NH:1]1[C:9]2[C:4](=[N:5][CH:6]=[CH:7][CH:8]=2)[C:3]([N:10]2[CH2:16][CH2:15][CH2:14]/[C:13](=[N:18]/[OH:19])/[CH2:12]2)=[CH:2]1, predict the reactants needed to synthesize it. The reactants are: [NH:1]1[C:9]2[C:4](=[N:5][CH:6]=[CH:7][CH:8]=2)[C:3]([NH2:10])=[CH:2]1.Cl[CH2:12]/[C:13](=[N:18]\[OH:19])/[CH2:14][CH2:15][CH2:16]Cl. (2) Given the product [Cl:10][C:11]1[N:18]=[C:17]([NH:9][C:6]2[CH:5]=[C:4]([CH:1]3[CH2:3][CH2:2]3)[NH:8][N:7]=2)[C:16]([F:20])=[CH:15][C:12]=1[C:13]#[N:14], predict the reactants needed to synthesize it. The reactants are: [CH:1]1([C:4]2[NH:8][N:7]=[C:6]([NH2:9])[CH:5]=2)[CH2:3][CH2:2]1.[Cl:10][C:11]1[N:18]=[C:17](Cl)[C:16]([F:20])=[CH:15][C:12]=1[C:13]#[N:14].C(N(CC)CC)C. (3) Given the product [ClH:25].[NH2:1][C:2]1[C:7]([CH3:8])=[CH:6][N:5]=[C:4]([NH:9][C@@H:10]2[CH2:15][CH2:14][C@H:13]([NH:16][C:17](=[O:26])[C:18]3[CH:23]=[CH:22][C:21]([F:24])=[C:20]([Cl:25])[CH:19]=3)[CH2:12][CH2:11]2)[CH:3]=1, predict the reactants needed to synthesize it. The reactants are: [NH2:1][C:2]1[C:7]([CH3:8])=[CH:6][N:5]=[C:4]([NH:9][C@@H:10]2[CH2:15][CH2:14][C@H:13]([NH:16][C:17](=[O:26])[C:18]3[CH:23]=[CH:22][C:21]([F:24])=[C:20]([Cl:25])[CH:19]=3)[CH2:12][CH2:11]2)[CH:3]=1.Cl. (4) Given the product [CH3:28][N:29]([CH3:33])[CH2:30][CH2:31][NH:25][C:23]([C:15]1[S:16][C:17]2=[CH:18][N:19]=[CH:20][CH:21]=[C:22]2[C:14]=1[NH:13][C:10]1[CH:11]=[CH:12][C:7]([C:6]2[NH:5][N:4]=[CH:3][C:2]=2[CH3:1])=[CH:8][CH:9]=1)=[O:24], predict the reactants needed to synthesize it. The reactants are: [CH3:1][C:2]1[CH:3]=[N:4][NH:5][C:6]=1[C:7]1[CH:12]=[CH:11][C:10]([NH:13][C:14]2[C:22]3[C:17](=[CH:18][N:19]=[CH:20][CH:21]=3)[S:16][C:15]=2[C:23]([N:25]=[N+]=[N-])=[O:24])=[CH:9][CH:8]=1.[CH3:28][N:29]([CH3:33])[CH2:30][CH2:31]N. (5) The reactants are: CC(C[Al]CC(C)C)C.[C:10]([O:14][C:15]([NH:17][CH:18]1[CH2:23][CH2:22][CH2:21][N:20]([C:24]([O:26][CH2:27][C:28]2[CH:33]=[CH:32][CH:31]=[CH:30][CH:29]=2)=[O:25])[CH:19]1[CH2:34][C:35](OCC)=[O:36])=[O:16])([CH3:13])([CH3:12])[CH3:11].O. Given the product [C:10]([O:14][C:15]([NH:17][CH:18]1[CH2:23][CH2:22][CH2:21][N:20]([C:24]([O:26][CH2:27][C:28]2[CH:33]=[CH:32][CH:31]=[CH:30][CH:29]=2)=[O:25])[CH:19]1[CH2:34][CH2:35][OH:36])=[O:16])([CH3:13])([CH3:12])[CH3:11], predict the reactants needed to synthesize it. (6) Given the product [OH:3][CH:4]([C:20]1[CH:25]=[CH:24][CH:23]=[CH:22][CH:21]=1)[CH:5]([CH2:9][C:10]1[CH:15]=[CH:14][C:13]([C:16]([F:17])([F:18])[F:19])=[CH:12][CH:11]=1)[C:6]([O:8][CH2:27][CH3:28])=[O:7], predict the reactants needed to synthesize it. The reactants are: [BH4-].[Na+].[O:3]=[C:4]([C:20]1[CH:25]=[CH:24][CH:23]=[CH:22][CH:21]=1)[CH:5]([CH2:9][C:10]1[CH:15]=[CH:14][C:13]([C:16]([F:19])([F:18])[F:17])=[CH:12][CH:11]=1)[C:6]([OH:8])=[O:7].Cl.[CH2:27](OCC)[CH3:28]. (7) Given the product [F:18][C:10]1[CH:11]=[C:12]([NH2:15])[CH:13]=[CH:14][C:9]=1[NH:8][CH2:1][C:2]1[CH:3]=[CH:4][CH:5]=[CH:6][CH:7]=1, predict the reactants needed to synthesize it. The reactants are: [CH2:1]([NH:8][C:9]1[CH:14]=[CH:13][C:12]([N+:15]([O-])=O)=[CH:11][C:10]=1[F:18])[C:2]1[CH:7]=[CH:6][CH:5]=[CH:4][CH:3]=1.Cl.C([O-])([O-])=O.[Na+].[Na+].